From a dataset of Forward reaction prediction with 1.9M reactions from USPTO patents (1976-2016). Predict the product of the given reaction. (1) Given the reactants [CH3:1][C:2]1([CH3:11])[O:6][C:5]2[CH:7]=[CH:8][CH:9]=[CH:10][C:4]=2[O:3]1.[C:12]([O-:15])(=[O:14])[CH3:13].[C:12]([O-:15])(=[O:14])[CH3:13].[C:12]([O-:15])(=[O:14])[CH3:13].[C:12]([O-:15])(=[O:14])[CH3:13].[Pb+4], predict the reaction product. The product is: [C:12]([O:15][C:9]1[CH:8]=[CH:7][C:5]2[O:6][C:2]([CH3:11])([CH3:1])[O:3][C:4]=2[CH:10]=1)(=[O:14])[CH3:13]. (2) Given the reactants [C:1]([NH:4][C:5]1[S:6][CH:7]=[C:8]([CH2:10][CH2:11][C:12]2[CH:21]=[CH:20][C:15]([C:16](OC)=[O:17])=[CH:14][CH:13]=2)[N:9]=1)(=[O:3])[CH3:2].[H-].C([Al+]CC(C)C)C(C)C, predict the reaction product. The product is: [OH:17][CH2:16][C:15]1[CH:20]=[CH:21][C:12]([CH2:11][CH2:10][C:8]2[N:9]=[C:5]([NH:4][C:1](=[O:3])[CH3:2])[S:6][CH:7]=2)=[CH:13][CH:14]=1. (3) Given the reactants [NH2:1][C:2]1[CH:3]=[N:4][CH:5]=[N:6][CH:7]=1.C(#N)C.[Cl:11][CH2:12][C:13](Cl)=[O:14], predict the reaction product. The product is: [Cl:11][CH2:12][C:13]([NH:1][C:2]1[CH:3]=[N:4][CH:5]=[N:6][CH:7]=1)=[O:14]. (4) Given the reactants [F:1][C:2]1[CH:7]=[CH:6][C:5]([C:8]2[CH:9]=[CH:10][C:11](C=O)=[C:12]3[C:16]=2[O:15][C:14]([CH3:18])([CH3:17])[CH2:13]3)=[CH:4][CH:3]=1.[CH2:21]([O:23][C:24]([C:26]1([CH3:47])[CH2:31][CH2:30][N:29]([C:32]2[CH2:46][C:35]3([CH2:38][N:37]([C:39](OC(C)(C)C)=O)[CH2:36]3)[O:34][N:33]=2)[CH2:28][CH2:27]1)=[O:25])[CH3:22], predict the reaction product. The product is: [F:1][C:2]1[CH:7]=[CH:6][C:5]([C:8]2[C:16]3[O:15][C:14]([CH3:18])([CH3:17])[CH2:13][C:12]=3[C:11]([CH2:39][N:37]3[CH2:38][C:35]4([CH2:46][C:32]([N:29]5[CH2:30][CH2:31][C:26]([CH3:47])([C:24]([O:23][CH2:21][CH3:22])=[O:25])[CH2:27][CH2:28]5)=[N:33][O:34]4)[CH2:36]3)=[CH:10][CH:9]=2)=[CH:4][CH:3]=1. (5) Given the reactants [NH2:1][C:2]1[CH:7]=[CH:6][CH:5]=[CH:4][N:3]=1.C([Li])CCC.[Br:13][CH2:14][C:15](OCC)=[O:16].C(=O)([O-])O.[Na+], predict the reaction product. The product is: [Br:13][CH2:14][C:15]([NH:1][C:2]1[CH:7]=[CH:6][CH:5]=[CH:4][N:3]=1)=[O:16]. (6) Given the reactants [F:1][C:2]1[CH:26]=[C:25]([CH3:27])[CH:24]=[CH:23][C:3]=1[O:4][C:5]1[CH:6]=[CH:7][C:8]([N+:20]([O-])=O)=[C:9]([CH2:11][NH:12][C:13](=[O:19])[O:14][C:15]([CH3:18])([CH3:17])[CH3:16])[CH:10]=1.[Cl-].[NH4+].C(O)C, predict the reaction product. The product is: [NH2:20][C:8]1[CH:7]=[CH:6][C:5]([O:4][C:3]2[CH:23]=[CH:24][C:25]([CH3:27])=[CH:26][C:2]=2[F:1])=[CH:10][C:9]=1[CH2:11][NH:12][C:13](=[O:19])[O:14][C:15]([CH3:17])([CH3:16])[CH3:18].